From a dataset of Ames mutagenicity test results for genotoxicity prediction. Regression/Classification. Given a drug SMILES string, predict its toxicity properties. Task type varies by dataset: regression for continuous values (e.g., LD50, hERG inhibition percentage) or binary classification for toxic/non-toxic outcomes (e.g., AMES mutagenicity, cardiotoxicity, hepatotoxicity). Dataset: ames. The molecule is Cc1cc(N)ccc1-c1ccc(N)cc1C. The result is 1 (mutagenic).